From a dataset of Reaction yield outcomes from USPTO patents with 853,638 reactions. Predict the reaction yield, written as a fraction of the theoretical maximum amount of product (1.0 means a 100% yield; for example, 0.34 means a 34% yield). (1) The reactants are [CH2:1]([O:3][C:4](=[O:24])[CH2:5][C@@H:6]([NH:13][C:14]1[C:19]([N+:20]([O-:22])=[O:21])=[CH:18][CH:17]=[C:16](Cl)[N:15]=1)[C:7]1[CH:12]=[CH:11][CH:10]=[CH:9][CH:8]=1)[CH3:2].O.CCOC(C)=O.[CH3:32][N:33](C=O)C. The catalyst is [C-]#N.[Zn+2].[C-]#N.C1C=CC([P]([Pd]([P](C2C=CC=CC=2)(C2C=CC=CC=2)C2C=CC=CC=2)([P](C2C=CC=CC=2)(C2C=CC=CC=2)C2C=CC=CC=2)[P](C2C=CC=CC=2)(C2C=CC=CC=2)C2C=CC=CC=2)(C2C=CC=CC=2)C2C=CC=CC=2)=CC=1. The product is [CH2:1]([O:3][C:4](=[O:24])[CH2:5][C@@H:6]([NH:13][C:14]1[C:19]([N+:20]([O-:22])=[O:21])=[CH:18][CH:17]=[C:16]([C:32]#[N:33])[N:15]=1)[C:7]1[CH:12]=[CH:11][CH:10]=[CH:9][CH:8]=1)[CH3:2]. The yield is 0.960. (2) The reactants are [F:1][C:2]([F:36])([F:35])[C:3]1[CH:4]=[C:5]([CH:28]=[C:29]([C:31]([F:34])([F:33])[F:32])[CH:30]=1)[CH2:6][N:7]1[CH2:14][CH2:13][CH2:12][O:11][C:10]2[N:15]=[C:16](Cl)[CH:17]=[C:18]([C:19]3[CH:24]=[CH:23][CH:22]=[CH:21][C:20]=3[CH3:25])[C:9]=2[C:8]1=[O:27].[C:37]([N:40]1[CH2:45][CH2:44][NH:43][CH2:42][CH2:41]1)(=[O:39])[CH3:38]. The catalyst is O. The product is [C:37]([N:40]1[CH2:45][CH2:44][N:43]([C:16]2[CH:17]=[C:18]([C:19]3[CH:24]=[CH:23][CH:22]=[CH:21][C:20]=3[CH3:25])[C:9]3[C:8](=[O:27])[N:7]([CH2:6][C:5]4[CH:4]=[C:3]([C:2]([F:36])([F:35])[F:1])[CH:30]=[C:29]([C:31]([F:34])([F:33])[F:32])[CH:28]=4)[CH2:14][CH2:13][CH2:12][O:11][C:10]=3[N:15]=2)[CH2:42][CH2:41]1)(=[O:39])[CH3:38]. The yield is 0.380.